From a dataset of Peptide-MHC class I binding affinity with 185,985 pairs from IEDB/IMGT. Regression. Given a peptide amino acid sequence and an MHC pseudo amino acid sequence, predict their binding affinity value. This is MHC class I binding data. (1) The peptide sequence is GIVEQCCTSI. The MHC is HLA-A02:01 with pseudo-sequence HLA-A02:01. The binding affinity (normalized) is 0.0496. (2) The peptide sequence is RGRKPIFRK. The MHC is HLA-A25:01 with pseudo-sequence HLA-A25:01. The binding affinity (normalized) is 0.0847. (3) The peptide sequence is VAVSFVTL. The MHC is H-2-Db with pseudo-sequence H-2-Db. The binding affinity (normalized) is 0.438. (4) The binding affinity (normalized) is 0.536. The MHC is HLA-A02:03 with pseudo-sequence HLA-A02:03. The peptide sequence is RLKKANLQI.